Dataset: Catalyst prediction with 721,799 reactions and 888 catalyst types from USPTO. Task: Predict which catalyst facilitates the given reaction. (1) Reactant: [CH2:1]([NH:3][C:4]1[N:5]=[CH:6][C:7]2[C:16](=[O:17])[N:15]([C:18]3[CH:19]=[C:20]([CH:28]=[CH:29][CH:30]=3)[O:21]N3CCCCC3)[CH2:14][CH:13]3[N:9]([CH2:10][CH2:11][CH2:12]3)[C:8]=2[N:31]=1)[CH3:2].Cl.O1[CH2:38][CH2:37]OCC1. Product: [CH2:1]([NH:3][C:4]1[N:5]=[CH:6][C:7]2[C:16](=[O:17])[N:15]([C:18]3[CH:30]=[CH:29][CH:28]=[C:20]([O:21][CH:38]4[CH2:37][CH2:4][NH:3][CH2:1][CH2:2]4)[CH:19]=3)[CH2:14][C@H:13]3[N:9]([CH2:10][CH2:11][CH2:12]3)[C:8]=2[N:31]=1)[CH3:2]. The catalyst class is: 12. (2) Reactant: [OH-].[K+].[CH2:3]([N:10]1[CH:15]2[CH2:16][C:17](=[O:19])[CH2:18][CH:11]1[CH2:12][O:13][CH2:14]2)[C:4]1[CH:9]=[CH:8][CH:7]=[CH:6][CH:5]=1.C(OI(C1C=CC=CC=1)OC(=O)C)(=[O:22])C. Product: [CH2:3]([N:10]1[CH:11]2[CH:18]([OH:22])[C:17](=[O:19])[CH2:16][CH:15]1[CH2:14][O:13][CH2:12]2)[C:4]1[CH:5]=[CH:6][CH:7]=[CH:8][CH:9]=1. The catalyst class is: 5. (3) Product: [CH3:1][C:2]([O:4][C:5]1[S:9][C:8]2[CH2:10][CH2:11][N:12]([CH:14]([C:22]([CH:24]3[CH2:26][CH2:25]3)=[O:23])[C:15]3[CH:16]=[CH:17][CH:18]=[CH:19][C:20]=3[F:21])[CH2:13][C:7]=2[CH:6]=1)=[O:3].[ClH:27]. The catalyst class is: 21. Reactant: [CH3:1][C:2]([O:4][C:5]1[S:9][C:8]2[CH2:10][CH2:11][N:12]([CH:14]([C:22]([CH:24]3[CH2:26][CH2:25]3)=[O:23])[C:15]3[CH:16]=[CH:17][CH:18]=[CH:19][C:20]=3[F:21])[CH2:13][C:7]=2[CH:6]=1)=[O:3].[ClH:27]. (4) Reactant: [Br:1][C:2]1[C:3]([C:36]([O:38]CC)=[O:37])=[CH:4][C:5]2[CH2:6][CH2:7][CH2:8][C:9]([OH:35])([C:12]3[S:13][C:14]([C:17]4[CH:22]=[C:21]([CH3:23])[CH:20]=[C:19]([NH:24][C:25]5[CH:30]=[C:29]([C:31]([F:34])([F:33])[F:32])[CH:28]=[CH:27][N:26]=5)[N:18]=4)=[CH:15][N:16]=3)[C:10]=2[CH:11]=1.[OH-].[Na+]. Product: [Br:1][C:2]1[C:3]([C:36]([OH:38])=[O:37])=[CH:4][C:5]2[CH2:6][CH2:7][CH2:8][C:9]([OH:35])([C:12]3[S:13][C:14]([C:17]4[CH:22]=[C:21]([CH3:23])[CH:20]=[C:19]([NH:24][C:25]5[CH:30]=[C:29]([C:31]([F:34])([F:32])[F:33])[CH:28]=[CH:27][N:26]=5)[N:18]=4)=[CH:15][N:16]=3)[C:10]=2[CH:11]=1. The catalyst class is: 5. (5) Reactant: [CH3:1][NH2:2].[CH2:3]([O:5][C:6](=[O:18])[C:7]1[CH:12]=[C:11]([N+:13]([O-:15])=[O:14])[C:10](F)=[CH:9][C:8]=1[F:17])[CH3:4]. The catalyst class is: 1. Product: [F:17][C:8]1[CH:9]=[C:10]([NH:2][CH3:1])[C:11]([N+:13]([O-:15])=[O:14])=[CH:12][C:7]=1[C:6]([O:5][CH2:3][CH3:4])=[O:18]. (6) Reactant: [Cl:1][C:2]1[CH:7]=[C:6]([Cl:8])[CH:5]=[CH:4][C:3]=1[CH2:9][CH2:10][NH2:11].[N+:12]([C:15]1[CH:16]=[C:17]2[C:22](=O)O[C:19](=O)[C:18]2=[CH:24][CH:25]=1)([O-:14])=[O:13]. Product: [Cl:1][C:2]1[CH:7]=[C:6]([Cl:8])[CH:5]=[CH:4][C:3]=1[CH2:9][CH2:10][N:11]1[CH2:22][C:17]2[C:18](=[CH:24][CH:25]=[C:15]([N+:12]([O-:14])=[O:13])[CH:16]=2)[CH2:19]1. The catalyst class is: 11.